Dataset: Reaction yield outcomes from USPTO patents with 853,638 reactions. Task: Predict the reaction yield, written as a fraction of the theoretical maximum amount of product (1.0 means a 100% yield; for example, 0.34 means a 34% yield). (1) The reactants are Br[C:2]1[S:3][CH:4]=[CH:5][C:6]=1[C:7]([O:9]C)=O.Cl.[NH2:12][C:13]1[CH:18]=[C:17]([C:19]([O:21][CH3:22])=[O:20])[CH:16]=[CH:15][C:14]=1B(O)O.C([O-])(=O)C.[Na+].O. The catalyst is CN(C=O)C.C1C=CC(P(C2C=CC=CC=2)[C-]2C=CC=C2)=CC=1.C1C=CC(P(C2C=CC=CC=2)[C-]2C=CC=C2)=CC=1.Cl[Pd]Cl.[Fe+2]. The product is [O:9]=[C:7]1[C:6]2[CH:5]=[CH:4][S:3][C:2]=2[C:14]2[CH:15]=[CH:16][C:17]([C:19]([O:21][CH3:22])=[O:20])=[CH:18][C:13]=2[NH:12]1. The yield is 0.500. (2) The reactants are [F:1][C:2]([F:7])([F:6])[C:3]([OH:5])=[O:4].[F:8][C:9]([F:14])([F:13])[C:10]([OH:12])=[O:11].[Cl:15][C:16]1[CH:17]=[N:18][C:19]2[NH:20][C:21]3[CH:22]=[CH:23][CH:24]=[C:25]([CH:43]=3)[CH2:26][CH2:27][C:28]3[CH:36]=[C:32]([NH:33][C:34]=1[N:35]=2)[CH:31]=[CH:30][C:29]=3[N:37]1[CH2:42][CH2:41][NH:40][CH2:39][CH2:38]1.[N:44]([C:47]1[CH:52]=[CH:51][CH:50]=[C:49]([C:53]([F:56])([F:55])[F:54])[CH:48]=1)=[C:45]=[O:46]. No catalyst specified. The product is [F:1][C:2]([F:7])([F:6])[C:3]([OH:5])=[O:4].[F:8][C:9]([F:14])([F:13])[C:10]([OH:12])=[O:11].[Cl:15][C:16]1[CH:17]=[N:18][C:19]2[NH:20][C:21]3[CH:22]=[CH:23][CH:24]=[C:25]([CH:43]=3)[CH2:26][CH2:27][C:28]3[CH:36]=[C:32]([NH:33][C:34]=1[N:35]=2)[CH:31]=[CH:30][C:29]=3[N:37]1[CH2:42][CH2:41][N:40]([C:45]([NH:44][C:47]2[CH:52]=[CH:51][CH:50]=[C:49]([C:53]([F:54])([F:55])[F:56])[CH:48]=2)=[O:46])[CH2:39][CH2:38]1. The yield is 0.440. (3) The reactants are [O:1]1[C:5]2[CH:6]=[CH:7][C:8]([C:10]3([C:13]([NH:15][C:16]4[CH:17]=[C:18]5[C:22](=[CH:23][C:24]=4[F:25])[NH:21][CH:20]([C:26]([CH3:29])([CH3:28])[CH3:27])[CH2:19]5)=[O:14])[CH2:12][CH2:11]3)=[CH:9][C:4]=2[O:3][CH2:2]1.[CH2:30]([O:37]CCC=O)[C:31]1C=CC=C[CH:32]=1.[BH-](OC(C)=O)(OC(C)=O)OC(C)=O.[Na+]. The catalyst is ClCCl. The product is [O:1]1[C:5]2[CH:6]=[CH:7][C:8]([C:10]3([C:13]([NH:15][C:16]4[CH:17]=[C:18]5[C:22](=[CH:23][C:24]=4[F:25])[N:21]([CH2:32][CH2:31][CH2:30][OH:37])[C:20]([C:26]([CH3:29])([CH3:28])[CH3:27])=[CH:19]5)=[O:14])[CH2:12][CH2:11]3)=[CH:9][C:4]=2[O:3][CH2:2]1. The yield is 0.0800. (4) The reactants are Br[C:2]1[CH:3]=[CH:4][C:5]([N:28]2[CH:32]=[N:31][CH:30]=[N:29]2)=[C:6]([C:8]2[N:12]([C:13]([CH3:16])([CH3:15])[CH3:14])[C:11]3[CH:17]=[CH:18][C:19]([C:21]4[CH:22]=[N:23][C:24]([NH2:27])=[N:25][CH:26]=4)=[CH:20][C:10]=3[N:9]=2)[CH:7]=1.[Na+].[CH3:34][S:35]([O-:37])=[O:36].CNCCNC. The catalyst is CS(C)=O.CCOC(C)=O.O.FC(F)(F)S([O-])(=O)=O.[Cu+2].FC(F)(F)S([O-])(=O)=O. The product is [C:13]([N:12]1[C:11]2[CH:17]=[CH:18][C:19]([C:21]3[CH:26]=[N:25][C:24]([NH2:27])=[N:23][CH:22]=3)=[CH:20][C:10]=2[N:9]=[C:8]1[C:6]1[CH:7]=[C:2]([S:35]([CH3:34])(=[O:37])=[O:36])[CH:3]=[CH:4][C:5]=1[N:28]1[CH:32]=[N:31][CH:30]=[N:29]1)([CH3:15])([CH3:14])[CH3:16]. The yield is 0.990. (5) The reactants are [Cl:1][S:2]([OH:5])(=O)=[O:3].[N:6]1[CH:11]=[CH:10][C:9]([C:12]2[S:13][CH:14]=[CH:15][CH:16]=2)=[CH:8][CH:7]=1.C([O-])(O)=O.[Na+]. No catalyst specified. The product is [N:6]1[CH:11]=[CH:10][C:9]([C:12]2[S:13][C:14]([S:2]([Cl:1])(=[O:5])=[O:3])=[CH:15][CH:16]=2)=[CH:8][CH:7]=1. The yield is 0.327. (6) The reactants are [Cl:1][C:2]1[N:7]=[C:6](Cl)[C:5]([C:9]([O:11][CH3:12])=[O:10])=[CH:4][N:3]=1.[NH2:13][CH2:14][CH2:15][O:16][CH2:17][CH2:18][OH:19].CCN(C(C)C)C(C)C. The catalyst is CC(O)C. The product is [Cl:1][C:2]1[N:7]=[C:6]([NH:13][CH2:14][CH2:15][O:16][CH2:17][CH2:18][OH:19])[C:5]([C:9]([O:11][CH3:12])=[O:10])=[CH:4][N:3]=1. The yield is 0.720. (7) The reactants are C([O:4][CH2:5][C:6]1[C:7]([N:38]2[N:47]=[CH:46][C:45]3[C:40](=[C:41]([F:52])[CH:42]=[C:43]([C:48]([CH3:51])([CH3:50])[CH3:49])[CH:44]=3)[C:39]2=[O:53])=[N:8][CH:9]=[CH:10][C:11]=1[C:12]1[CH:17]=[C:16]([NH:18][C:19]2[CH:24]=[CH:23][C:22]([N:25]3[CH2:30][CH2:29][N:28]([CH:31]4[CH2:34][O:33][CH2:32]4)[CH2:27][C@@H:26]3[CH3:35])=[CH:21][N:20]=2)[C:15](=[O:36])[N:14]([CH3:37])[N:13]=1)(=O)C.[OH-].[Li+]. The catalyst is C1COCC1.C(O)(C)C.O. The product is [C:48]([C:43]1[CH:44]=[C:45]2[C:40](=[C:41]([F:52])[CH:42]=1)[C:39](=[O:53])[N:38]([C:7]1[C:6]([CH2:5][OH:4])=[C:11]([C:12]3[CH:17]=[C:16]([NH:18][C:19]4[CH:24]=[CH:23][C:22]([N:25]5[CH2:30][CH2:29][N:28]([CH:31]6[CH2:34][O:33][CH2:32]6)[CH2:27][C@@H:26]5[CH3:35])=[CH:21][N:20]=4)[C:15](=[O:36])[N:14]([CH3:37])[N:13]=3)[CH:10]=[CH:9][N:8]=1)[N:47]=[CH:46]2)([CH3:50])([CH3:49])[CH3:51]. The yield is 0.950. (8) The reactants are O[CH2:2][C:3]1[CH:4]=[C:5]([NH:9][C:10](=[O:16])[O:11][C:12]([CH3:15])([CH3:14])[CH3:13])[CH:6]=[CH:7][CH:8]=1.C1(P(C2C=CC=CC=2)C2C=CC=CC=2)C=CC=CC=1.C(Br)(Br)(Br)[Br:37]. The catalyst is ClCCl. The product is [Br:37][CH2:2][C:3]1[CH:4]=[C:5]([NH:9][C:10](=[O:16])[O:11][C:12]([CH3:15])([CH3:14])[CH3:13])[CH:6]=[CH:7][CH:8]=1. The yield is 0.700. (9) The reactants are [Cl:1][C:2]1[CH:3]=[C:4]([C:9]2[S:10][CH:11]=[C:12]([C:15]([CH3:17])=O)[C:13]=2[OH:14])[CH:5]=[CH:6][C:7]=1[Cl:8].[CH:18]([N:21]1[CH2:26][CH2:25][N:24]([C:27]([C:29]2[S:33][C:32]([C:34]([NH:36][NH2:37])=[O:35])=[CH:31][CH:30]=2)=[O:28])[CH2:23][CH2:22]1)([CH3:20])[CH3:19].Cl.O1CCOCC1.CN(C)C=O. The catalyst is C(O)(C)C. The product is [ClH:1].[Cl:1][C:2]1[CH:3]=[C:4]([C:9]2[S:10][CH:11]=[C:12]([C:15](=[N:37][NH:36][C:34]([C:32]3[S:33][C:29]([C:27]([N:24]4[CH2:23][CH2:22][N:21]([CH:18]([CH3:20])[CH3:19])[CH2:26][CH2:25]4)=[O:28])=[CH:30][CH:31]=3)=[O:35])[CH3:17])[C:13]=2[OH:14])[CH:5]=[CH:6][C:7]=1[Cl:8]. The yield is 0.540. (10) The reactants are [NH2:1][C:2]1[CH:10]=[C:9]2[C:5]([C:6](O)([C:12]([F:15])([F:14])[F:13])[C:7](=O)[NH:8]2)=[CH:4][CH:3]=1.B.C1COCC1. The catalyst is C1COCC1.CN(C=O)C. The product is [F:15][C:12]([F:13])([F:14])[C:6]1[C:5]2[C:9](=[CH:10][C:2]([NH2:1])=[CH:3][CH:4]=2)[NH:8][CH:7]=1. The yield is 0.540.